Dataset: Full USPTO retrosynthesis dataset with 1.9M reactions from patents (1976-2016). Task: Predict the reactants needed to synthesize the given product. Given the product [Br:19][C:20]1[CH:26]=[CH:25][C:23]([NH:13][C:12]2[C:11]3[C:10](=[CH:9][CH:8]=[C:6]4[N:7]=[C:3]([C:1]#[N:2])[S:4][C:5]4=3)[N:14]=[CH:15][N:16]=2)=[C:22]([F:27])[CH:21]=1, predict the reactants needed to synthesize it. The reactants are: [C:1]([C:3]1[S:4][C:5]2[C:11]([C:12]#[N:13])=[C:10](/[N:14]=[CH:15]/[N:16](C)C)[CH:9]=[CH:8][C:6]=2[N:7]=1)#[N:2].[Br:19][C:20]1[CH:26]=[CH:25][C:23](N)=[C:22]([F:27])[CH:21]=1.[K+].[Br-].